This data is from Reaction yield outcomes from USPTO patents with 853,638 reactions. The task is: Predict the reaction yield, written as a fraction of the theoretical maximum amount of product (1.0 means a 100% yield; for example, 0.34 means a 34% yield). (1) The reactants are [C:1]([O:5][C:6]([N:8]1[CH2:12][C@@H:11]([NH:13][C:14]([O:16][CH2:17][C:18]2[CH:23]=[CH:22][CH:21]=[CH:20][CH:19]=2)=[O:15])[C@H:10]([C:24]([OH:26])=O)[CH2:9]1)=[O:7])([CH3:4])([CH3:3])[CH3:2].O[N:28]1[C:32]2[CH:33]=[CH:34][CH:35]=[CH:36][C:31]=2N=N1.NC1C=CC=CC=1.Cl.CN(C)CCCN=C=NCC. The catalyst is CN(C=O)C. The product is [C:1]([O:5][C:6]([N:8]1[CH2:9][C@@H:10]([C:24](=[O:26])[NH:28][C:32]2[CH:33]=[CH:34][CH:35]=[CH:36][CH:31]=2)[C@H:11]([NH:13][C:14]([O:16][CH2:17][C:18]2[CH:19]=[CH:20][CH:21]=[CH:22][CH:23]=2)=[O:15])[CH2:12]1)=[O:7])([CH3:2])([CH3:4])[CH3:3]. The yield is 0.900. (2) The reactants are [F:1][C:2]1[CH:3]=[C:4]([C:10]2[CH:15]=[CH:14][C:13]([O:16]C)=[CH:12][CH:11]=2)[CH:5]=[CH:6][C:7]=1[C:8]#[N:9].B(Br)(Br)Br. No catalyst specified. The product is [F:1][C:2]1[CH:3]=[C:4]([C:10]2[CH:15]=[CH:14][C:13]([OH:16])=[CH:12][CH:11]=2)[CH:5]=[CH:6][C:7]=1[C:8]#[N:9]. The yield is 0.950. (3) The reactants are [OH:1][C:2]1[C:30]([O:31][CH3:32])=[CH:29][C:5]2[N:6]([C:9]3[S:13][C:12]([C:14]([O-:16])=[O:15])=[C:11]([O:17][CH2:18][C:19]4[CH:24]=[CH:23][CH:22]=[CH:21][C:20]=4[C:25]([F:28])([F:27])[F:26])[CH:10]=3)[CH:7]=[N:8][C:4]=2[CH:3]=1.O[CH2:34][CH2:35][CH2:36][N:37]1[CH2:41][CH2:40][CH2:39][C:38]1=[O:42].N(C(OC(C)(C)C)=O)=N[C:45](OC(C)(C)C)=O. The catalyst is ClCCl. The product is [CH3:32][O:31][C:30]1[C:2]([O:1][CH2:34][CH2:35][CH2:36][N:37]2[CH2:41][CH2:40][CH2:39][C:38]2=[O:42])=[CH:3][C:4]2[N:8]=[CH:7][N:6]([C:9]3[S:13][C:12]([C:14]([O:16][CH3:45])=[O:15])=[C:11]([O:17][CH2:18][C:19]4[CH:24]=[CH:23][CH:22]=[CH:21][C:20]=4[C:25]([F:28])([F:27])[F:26])[CH:10]=3)[C:5]=2[CH:29]=1. The yield is 0.800. (4) The reactants are Cl[C:2]1[CH:19]=[C:6]2[C:7]3[C:12]([CH2:13][CH2:14][N:5]2[C:4](=[O:20])[N:3]=1)=[CH:11][C:10]([O:15][CH3:16])=[C:9]([O:17][CH3:18])[CH:8]=3.[C:21]([C:25]1[CH:30]=[CH:29][CH:28]=[CH:27][C:26]=1[OH:31])([CH3:24])([CH3:23])[CH3:22].C(=O)([O-])[O-].[K+].[K+]. The catalyst is CC(O)C. The product is [C:21]([C:25]1[CH:30]=[CH:29][CH:28]=[CH:27][C:26]=1[O:31][C:2]1[CH:19]=[C:6]2[C:7]3[C:12]([CH2:13][CH2:14][N:5]2[C:4](=[O:20])[N:3]=1)=[CH:11][C:10]([O:15][CH3:16])=[C:9]([O:17][CH3:18])[CH:8]=3)([CH3:24])([CH3:22])[CH3:23]. The yield is 0.660. (5) The reactants are C(OC(=O)C([N:7]([C:13]([O:15][C:16]([CH3:19])([CH3:18])[CH3:17])=[O:14])[CH:8]1[CH2:12][CH:11]=[CH:10][CH2:9]1)=O)C.[Li+].[OH-]. The catalyst is C1COCC1.O. The product is [C:16]([O:15][C:13](=[O:14])[NH:7][CH:8]1[CH2:9][CH:10]=[CH:11][CH2:12]1)([CH3:19])([CH3:17])[CH3:18]. The yield is 0.530.